This data is from Catalyst prediction with 721,799 reactions and 888 catalyst types from USPTO. The task is: Predict which catalyst facilitates the given reaction. (1) Reactant: [N:1]1[CH:6]=[CH:5][CH:4]=[CH:3][C:2]=1[N:7]1[CH2:12][CH2:11][N:10]([C:13]2[CH:18]=[CH:17][C:16]([C:19]3[S:23][C:22]([C:24]4[CH:33]=[CH:32][C:27]([C:28]([O:30]C)=[O:29])=[CH:26][CH:25]=4)=[N:21][N:20]=3)=[CH:15][CH:14]=2)[CH2:9][CH2:8]1.[OH-].[Na+].C(O)C.Cl. Product: [N:1]1[CH:6]=[CH:5][CH:4]=[CH:3][C:2]=1[N:7]1[CH2:12][CH2:11][N:10]([C:13]2[CH:14]=[CH:15][C:16]([C:19]3[S:23][C:22]([C:24]4[CH:33]=[CH:32][C:27]([C:28]([OH:30])=[O:29])=[CH:26][CH:25]=4)=[N:21][N:20]=3)=[CH:17][CH:18]=2)[CH2:9][CH2:8]1. The catalyst class is: 132. (2) Reactant: [CH2:1]([O:3][C:4]1[CH:5]=[C:6]([O:11][C:12]2[N:17]=[CH:16][C:15]([NH:18][C:19]([C@H:21]([NH:24]C(=O)OC(C)(C)C)[CH2:22][CH3:23])=[O:20])=[CH:14][N:13]=2)[CH:7]=[CH:8][C:9]=1[CH3:10])[CH3:2].C(O)(C(F)(F)F)=O. Product: [NH2:24][C@H:21]([CH2:22][CH3:23])[C:19]([NH:18][C:15]1[CH:14]=[N:13][C:12]([O:11][C:6]2[CH:7]=[CH:8][C:9]([CH3:10])=[C:4]([O:3][CH2:1][CH3:2])[CH:5]=2)=[N:17][CH:16]=1)=[O:20]. The catalyst class is: 4. (3) Reactant: FC(F)(F)C([O-])=O.C(OC([NH:15][CH:16]1[CH2:21][CH2:20][CH2:19][N+:18]([CH2:35][CH2:36][CH2:37][C:38]2[CH:43]=[CH:42][C:41]([C:44]([O:46][CH3:47])=[O:45])=[CH:40][CH:39]=2)([CH2:22][CH2:23][CH2:24][C:25]2[CH:30]=[CH:29][C:28]([C:31]([O:33][CH3:34])=[O:32])=[CH:27][CH:26]=2)[CH2:17]1)=O)(C)(C)C.[ClH:48]. Product: [ClH:48].[Cl-:48].[NH2:15][CH:16]1[CH2:21][CH2:20][CH2:19][N+:18]([CH2:35][CH2:36][CH2:37][C:38]2[CH:39]=[CH:40][C:41]([C:44]([O:46][CH3:47])=[O:45])=[CH:42][CH:43]=2)([CH2:22][CH2:23][CH2:24][C:25]2[CH:26]=[CH:27][C:28]([C:31]([O:33][CH3:34])=[O:32])=[CH:29][CH:30]=2)[CH2:17]1. The catalyst class is: 12. (4) Reactant: [OH-].[Na+].C([O:6][CH2:7][C:8]1[CH:13]=[C:12]([C:14]([O:16]C)=[O:15])[CH:11]=[CH:10][C:9]=1[C:18]1[CH:23]=[CH:22][CH:21]=[CH:20][C:19]=1[CH3:24])(=O)C. Product: [OH:6][CH2:7][C:8]1[CH:13]=[C:12]([C:14]([OH:16])=[O:15])[CH:11]=[CH:10][C:9]=1[C:18]1[CH:23]=[CH:22][CH:21]=[CH:20][C:19]=1[CH3:24]. The catalyst class is: 14. (5) Reactant: [Cl:1][C:2]1[CH:7]=[CH:6][C:5]([O:8]C)=[CH:4][C:3]=1[CH:10]([CH3:28])[C:11]([C:17]1[CH:18]=[CH:19][C:20]2[O:24][C:23](=[O:25])[N:22]([CH3:26])[C:21]=2[CH:27]=1)([OH:16])[C:12]([F:15])([F:14])[F:13].C([O-])(O)=O.[Na+]. Product: [Cl:1][C:2]1[CH:7]=[CH:6][C:5]([OH:8])=[CH:4][C:3]=1[CH:10]([CH3:28])[C:11]([C:17]1[CH:18]=[CH:19][C:20]2[O:24][C:23](=[O:25])[N:22]([CH3:26])[C:21]=2[CH:27]=1)([OH:16])[C:12]([F:13])([F:14])[F:15]. The catalyst class is: 2. (6) Reactant: [CH3:1][C:2]1[C:3]([C:12]2[S:13][CH:14]=[CH:15][CH:16]=2)=[N:4][C:5](S(C)(=O)=O)=[N:6][CH:7]=1.[NH2:17][CH2:18][CH2:19][N:20]1[CH2:24][CH2:23][NH:22][C:21]1=[O:25].C1(C)C=CC=CC=1. Product: [CH3:1][C:2]1[C:3]([C:12]2[S:13][CH:14]=[CH:15][CH:16]=2)=[N:4][C:5]([NH:17][CH2:18][CH2:19][N:20]2[CH2:24][CH2:23][NH:22][C:21]2=[O:25])=[N:6][CH:7]=1. The catalyst class is: 4. (7) Reactant: [Cl:1][C:2]1[N:7]=[CH:6][C:5]([CH2:8][NH2:9])=[CH:4][CH:3]=1.[F:10][CH:11]([F:14])[CH:12]=O.S([O-])([O-])(=O)=O.[Mg+2]. Product: [Cl:1][C:2]1[N:7]=[CH:6][C:5]([CH2:8]/[N:9]=[CH:12]/[CH:11]([F:14])[F:10])=[CH:4][CH:3]=1. The catalyst class is: 11. (8) Reactant: [F:1][C:2]1[C:7]([F:8])=[CH:6][CH:5]=[CH:4][C:3]=1[C:9]1([O:14][CH3:15])[CH2:13][CH2:12][NH:11][CH2:10]1.[C:16](#N)[CH3:17].C(=O)([O-])[O-].[Na+].[Na+].ICC. Product: [F:1][C:2]1[C:7]([F:8])=[CH:6][CH:5]=[CH:4][C:3]=1[C:9]1([O:14][CH3:15])[CH2:13][CH2:12][N:11]([CH2:16][CH3:17])[CH2:10]1. The catalyst class is: 6. (9) Reactant: [C:1]1([C@@H:7]2[CH2:11][O:10][C:9](=[O:12])[NH:8]2)[CH:6]=[CH:5][CH:4]=[CH:3][CH:2]=1.C([Li])CCC.CCCCCC.[C:24](Cl)(=[O:26])[CH3:25].[NH4+].[Cl-]. Product: [C:24]([N:8]1[C@H:7]([C:1]2[CH:2]=[CH:3][CH:4]=[CH:5][CH:6]=2)[CH2:11][O:10][C:9]1=[O:12])(=[O:26])[CH3:25]. The catalyst class is: 1. (10) Reactant: [Cl:1][C:2]1[CH:7]=[CH:6][N:5]=[C:4]([C:8]2(O)[CH2:13][CH2:12][N:11]([C:14]([O:16][C:17]([CH3:20])([CH3:19])[CH3:18])=[O:15])[CH2:10][CH2:9]2)[CH:3]=1.COCCN(S(F)(F)[F:32])CCOC. Product: [Cl:1][C:2]1[CH:7]=[CH:6][N:5]=[C:4]([C:8]2([F:32])[CH2:13][CH2:12][N:11]([C:14]([O:16][C:17]([CH3:20])([CH3:19])[CH3:18])=[O:15])[CH2:10][CH2:9]2)[CH:3]=1. The catalyst class is: 2.